Dataset: Forward reaction prediction with 1.9M reactions from USPTO patents (1976-2016). Task: Predict the product of the given reaction. (1) The product is: [OH:38][P:28]1(=[O:29])[O:30][C@@H:31]([C:32]2[CH:37]=[CH:36][CH:35]=[CH:34][CH:33]=2)[C:25]([CH3:24])([CH3:39])[CH2:26][O:27]1.[Br:1][C:2]1[C:22]([F:23])=[CH:21][C:5]2[O:6][C:7]3[CH:19]=[C:18]([F:20])[CH:17]=[CH:16][C:8]=3[C@H:9]3[C@H:14]([NH2:15])[CH2:13][CH2:12][CH2:11][N:10]3[C:4]=2[CH:3]=1. Given the reactants [Br:1][C:2]1[C:22]([F:23])=[CH:21][C:5]2[O:6][C:7]3[CH:19]=[C:18]([F:20])[CH:17]=[CH:16][C:8]=3[C@H:9]3[C@H:14]([NH2:15])[CH2:13][CH2:12][CH2:11][N:10]3[C:4]=2[CH:3]=1.[CH3:24][C:25]1([CH3:39])[C@@H:31]([C:32]2[CH:37]=[CH:36][CH:35]=[CH:34][CH:33]=2)[O:30][P:28]([OH:38])(=[O:29])[O:27][CH2:26]1, predict the reaction product. (2) The product is: [F:13][C:10]1[CH:11]=[CH:12][C:7]([CH2:6][NH:5][C:3](=[O:4])[C:2]([F:37])([F:1])[F:38])=[CH:8][C:9]=1[CH:14]1[CH2:19][CH2:18][N:17]([C:20]([C:22]2[C:30]3[C:29]([C:31]([OH:45])=[O:32])=[CH:28][CH:27]=[CH:26][C:25]=3[N:24]([CH2:33][CH2:34][O:35][CH3:36])[CH:23]=2)=[O:21])[CH2:16][CH2:15]1. Given the reactants [F:1][C:2]([F:38])([F:37])[C:3]([NH:5][CH2:6][C:7]1[CH:12]=[CH:11][C:10]([F:13])=[C:9]([CH:14]2[CH2:19][CH2:18][N:17]([C:20]([C:22]3[C:30]4[C:25](=[CH:26][CH:27]=[CH:28][C:29]=4[CH:31]=[O:32])[N:24]([CH2:33][CH2:34][O:35][CH3:36])[CH:23]=3)=[O:21])[CH2:16][CH2:15]2)[CH:8]=1)=[O:4].CC(=CC)C.Cl([O-])=[O:45].[Na+].P([O-])(O)(O)=O.[Na+], predict the reaction product. (3) Given the reactants [OH:1][C:2]1[CH:14]=[C:13]([CH3:15])[C:5]2[C:6]([CH2:9][C:10]([OH:12])=[O:11])=[CH:7][O:8][C:4]=2[CH:3]=1, predict the reaction product. The product is: [OH:1][C:2]1[CH:14]=[C:13]([CH3:15])[C:5]2[CH:6]([CH2:9][C:10]([OH:12])=[O:11])[CH2:7][O:8][C:4]=2[CH:3]=1. (4) Given the reactants [CH3:1][C:2]1[N:3]=[N:4][N:5]([CH2:7][C:8]2[CH:13]=[C:12]([C:14]([F:17])([F:16])[F:15])[CH:11]=[CH:10][C:9]=2/[CH:18]=[CH:19]/[C:20](O)=[O:21])[N:6]=1.CN(C(ON1N=NC2C=CC=NC1=2)=[N+](C)C)C.F[P-](F)(F)(F)(F)F.[F:47][C@@H:48]1[CH2:52][NH:51][C@H:50]([CH2:53][OH:54])[CH2:49]1.CCN(C(C)C)C(C)C, predict the reaction product. The product is: [F:47][C@@H:48]1[CH2:52][N:51]([C:20](=[O:21])/[CH:19]=[CH:18]/[C:9]2[CH:10]=[CH:11][C:12]([C:14]([F:17])([F:15])[F:16])=[CH:13][C:8]=2[CH2:7][N:5]2[N:4]=[N:3][C:2]([CH3:1])=[N:6]2)[C@H:50]([CH2:53][OH:54])[CH2:49]1.